This data is from Full USPTO retrosynthesis dataset with 1.9M reactions from patents (1976-2016). The task is: Predict the reactants needed to synthesize the given product. (1) Given the product [Cl:26][C:13]1[CH:14]=[C:15]([O:18][C:19]2[CH:24]=[CH:23][C:22]([Cl:25])=[CH:21][CH:20]=2)[CH:16]=[CH:17][C:12]=1[C:10](=[O:11])[CH2:9][N:1]1[CH:5]=[N:4][CH:3]=[N:2]1, predict the reactants needed to synthesize it. The reactants are: [NH:1]1[CH:5]=[N:4][CH:3]=[N:2]1.[H-].[Na+].Br[CH2:9][C:10]([C:12]1[CH:17]=[CH:16][C:15]([O:18][C:19]2[CH:24]=[CH:23][C:22]([Cl:25])=[CH:21][CH:20]=2)=[CH:14][C:13]=1[Cl:26])=[O:11].Cl. (2) Given the product [CH2:22]([N:20]([CH2:13][C:14]1[CH:19]=[CH:18][CH:17]=[CH:16][CH:15]=1)[NH:21][C:6](=[O:8])[C:5]1[CH:9]=[C:10]([F:11])[C:2]([F:1])=[CH:3][C:4]=1[NH2:12])[C:23]1[CH:24]=[CH:25][CH:26]=[CH:27][CH:28]=1, predict the reactants needed to synthesize it. The reactants are: [F:1][C:2]1[CH:3]=[C:4]([NH2:12])[C:5](=[CH:9][C:10]=1[F:11])[C:6]([OH:8])=O.[CH2:13]([N:20]([CH2:22][C:23]1[CH:28]=[CH:27][CH:26]=[CH:25][CH:24]=1)[NH2:21])[C:14]1[CH:19]=[CH:18][CH:17]=[CH:16][CH:15]=1.Cl.C(N=C=NCCCN(C)C)C. (3) Given the product [F:25][C:23]1[CH:24]=[C:18]([C:6]2[CH:5]=[N:4][O:3][CH:7]=2)[CH:19]=[C:20]([F:26])[C:21]=1[NH2:22], predict the reactants needed to synthesize it. The reactants are: [F-].[K+].[O:3]1[CH:7]=[C:6](B2OC(C)(C)C(C)(C)O2)[CH:5]=[N:4]1.Br[C:18]1[CH:24]=[C:23]([F:25])[C:21]([NH2:22])=[C:20]([F:26])[CH:19]=1. (4) Given the product [C:35]1(=[O:41])[NH:34][C:38](=[O:39])[CH:37]=[CH:36]1.[C:8]1(=[O:9])[O:10][C:5](=[O:11])[CH:6]=[CH:7]1, predict the reactants needed to synthesize it. The reactants are: CC(=C)C.[C:5]1(=[O:11])[O:10][C:8](=[O:9])[CH:7]=[CH:6]1.C1C(N)=CC=C(O)C=1.CN1CCCC1=O.OC1C=CC([NH:34][C:35](=[O:41])/[CH:36]=[CH:37]\[C:38](O)=[O:39])=CC=1. (5) The reactants are: Cl[C:2]1[C:7]([C:8]([F:11])([F:10])[F:9])=[CH:6][N:5]=[C:4]([NH:12][C:13]2[CH:14]=[CH:15][C:16]([CH:19]3[CH2:24][CH2:23][N:22]([C:25]([O:27][C:28]([CH3:31])([CH3:30])[CH3:29])=[O:26])[CH2:21][CH2:20]3)=[N:17][CH:18]=2)[N:3]=1.C1C=CC(P(C2C=CC=CC=2)C2C=CC=CC=2)=CC=1.[C:51]([C:53]1[CH:58]=[CH:57][CH:56]=[CH:55][C:54]=1[C:59]1([C:62]([O:64][CH3:65])=[O:63])[CH2:61][CH2:60]1)#[CH:52]. Given the product [CH3:65][O:64][C:62]([C:59]1([C:54]2[CH:55]=[CH:56][CH:57]=[CH:58][C:53]=2[C:51]#[C:52][C:2]2[C:7]([C:8]([F:11])([F:10])[F:9])=[CH:6][N:5]=[C:4]([NH:12][C:13]3[CH:14]=[CH:15][C:16]([CH:19]4[CH2:24][CH2:23][N:22]([C:25]([O:27][C:28]([CH3:31])([CH3:30])[CH3:29])=[O:26])[CH2:21][CH2:20]4)=[N:17][CH:18]=3)[N:3]=2)[CH2:61][CH2:60]1)=[O:63], predict the reactants needed to synthesize it. (6) Given the product [F:8][C:9]1[CH:26]=[CH:25][C:12]([CH2:13][C:14]2[C:23]3[C:18](=[CH:19][CH:20]=[CH:21][CH:22]=3)[C:17](=[O:24])[NH:16][N:15]=2)=[CH:11][C:10]=1[C:27]([N:29]1[CH2:34][CH2:33][N:32]([C:37](=[O:38])[C:36]([C:40]2[CH:45]=[CH:44][CH:43]=[CH:42][CH:41]=2)=[O:35])[CH2:31][CH2:30]1)=[O:28], predict the reactants needed to synthesize it. The reactants are: OC(C(F)(F)F)=O.[F:8][C:9]1[CH:26]=[CH:25][C:12]([CH2:13][C:14]2[C:23]3[C:18](=[CH:19][CH:20]=[CH:21][CH:22]=3)[C:17](=[O:24])[NH:16][N:15]=2)=[CH:11][C:10]=1[C:27]([N:29]1[CH2:34][CH2:33][NH:32][CH2:31][CH2:30]1)=[O:28].[O:35]=[C:36]([C:40]1[CH:45]=[CH:44][CH:43]=[CH:42][CH:41]=1)[C:37](O)=[O:38].CCN(C(C)C)C(C)C.CN(C(ON1N=NC2C=CC=NC1=2)=[N+](C)C)C.F[P-](F)(F)(F)(F)F. (7) Given the product [CH3:10][N:11]([CH:12]1[CH2:13][CH2:14][N:15]([CH2:18][C:19]2[CH:24]=[CH:23][CH:22]=[C:21]([C:25]([F:28])([F:26])[F:27])[CH:20]=2)[CH2:16][CH2:17]1)[C:2]1[CH:9]=[CH:8][C:5]([C:6]#[N:7])=[CH:4][N:3]=1, predict the reactants needed to synthesize it. The reactants are: Cl[C:2]1[CH:9]=[CH:8][C:5]([C:6]#[N:7])=[CH:4][N:3]=1.[CH3:10][NH:11][CH:12]1[CH2:17][CH2:16][N:15]([CH2:18][C:19]2[CH:24]=[CH:23][CH:22]=[C:21]([C:25]([F:28])([F:27])[F:26])[CH:20]=2)[CH2:14][CH2:13]1.C(N(C(C)C)CC)(C)C.